Dataset: Full USPTO retrosynthesis dataset with 1.9M reactions from patents (1976-2016). Task: Predict the reactants needed to synthesize the given product. (1) Given the product [O:14]([C:15]1[CH:16]=[C:17]([CH:18]=[CH:19][CH:20]=1)[CH2:30][NH:29][C:11]([C:7]1[CH:6]=[C:5]2[C:10](=[CH:9][CH:8]=1)[N:1]=[CH:2][CH:3]=[N:4]2)=[O:13])[C:21]1[CH:22]=[CH:23][CH:24]=[CH:27][CH:28]=1, predict the reactants needed to synthesize it. The reactants are: [N:1]1[C:10]2[C:5](=[CH:6][C:7]([C:11]([OH:13])=O)=[CH:8][CH:9]=2)[N:4]=[CH:3][CH:2]=1.[O:14]([C:21]1[CH:28]=[CH:27][C:24](CN)=[CH:23][CH:22]=1)[C:15]1[CH:20]=[CH:19][CH:18]=[CH:17][CH:16]=1.[N:29]1C=CC=C[C:30]=1OCC1C=CC(CNC(C2C(N)=NC(N)=CN=2)=O)=CC=1.F[P-](F)(F)(F)(F)F.N1(O[P+](N2CCCC2)(N2CCCC2)N2CCCC2)C2C=CC=CC=2N=N1.C(N(CC)CC)C.FC(F)(F)C(O)=O. (2) Given the product [CH:16]1[N:17]=[C:18]([NH2:59])[C:19]2[N:24]=[CH:23][N:22]([C@@H:25]3[O:29][C@H:28]([CH2:30][O:31][P:32]([O:35][P:36]([O:39][CH2:40][C@H:41]4[O:45][C@@H:44]([N:46]5[CH:51]=[C:50]([C:52]([NH2:54])=[O:53])[CH2:49][CH:48]=[CH:47]5)[C@H:43]([OH:55])[C@@H:42]4[OH:56])([OH:38])=[O:37])([OH:34])=[O:33])[C@@H:27]([OH:57])[C@H:26]3[OH:58])[C:20]=2[N:21]=1.[CH:60]1[CH:65]=[N+:64]([C@@H:66]2[O:70][C@H:69]([CH2:71][O:72][P:73]([O:76][P:77]([O:80][CH2:81][C@H:82]3[O:86][C@@H:85]([N:87]4[C:91]5[N:92]=[CH:93][N:94]=[C:95]([NH2:96])[C:90]=5[N:89]=[CH:88]4)[C@H:84]([OH:97])[C@@H:83]3[OH:98])([OH:79])=[O:78])([OH:75])=[O:74])[C@@H:68]([OH:99])[C@H:67]2[OH:100])[CH:63]=[C:62]([C:101]([NH2:103])=[O:102])[CH:61]=1.[C:104]([S:109][CH2:110][CH2:111][NH:112][C:113](=[O:156])[CH2:114][CH2:115][NH:116][C:117](=[O:155])[C@H:118]([OH:154])[C:119]([CH3:152])([CH3:153])[CH2:120][O:121][P:122]([OH:151])(=[O:150])[O:123][P:124]([OH:149])(=[O:148])[O:125][CH2:126][C@H:127]1[O:131][C@@H:130]([N:132]2[C:141]3[N:140]=[CH:139][N:138]=[C:136]([NH2:137])[C:135]=3[N:134]=[CH:133]2)[C@H:129]([OH:142])[C@@H:128]1[O:143][P:144]([OH:147])([OH:146])=[O:145])(=[O:108])/[CH:105]=[CH:106]/[CH3:107], predict the reactants needed to synthesize it. The reactants are: C1N(CCO)CCN(CCS(O)(=O)=O)C1.[CH:16]1[N:17]=[C:18]([NH2:59])[C:19]2[N:24]=[CH:23][N:22]([C@@H:25]3[O:29][C@H:28]([CH2:30][O:31][P:32]([O:35][P:36]([O:39][CH2:40][C@H:41]4[O:45][C@@H:44]([N:46]5[CH:51]=[C:50]([C:52]([NH2:54])=[O:53])[CH2:49][CH:48]=[CH:47]5)[C@H:43]([OH:55])[C@@H:42]4[OH:56])([OH:38])=[O:37])([OH:34])=[O:33])[C@@H:27]([OH:57])[C@H:26]3[OH:58])[C:20]=2[N:21]=1.[CH:60]1[CH:65]=[N+:64]([C@@H:66]2[O:70][C@H:69]([CH2:71][O:72][P:73]([O:76][P:77]([O:80][CH2:81][C@H:82]3[O:86][C@@H:85]([N:87]4[C:91]5[N:92]=[CH:93][N:94]=[C:95]([NH2:96])[C:90]=5[N:89]=[CH:88]4)[C@H:84]([OH:97])[C@@H:83]3[OH:98])([OH:79])=[O:78])([OH:75])=[O:74])[C@@H:68]([OH:99])[C@H:67]2[OH:100])[CH:63]=[C:62]([C:101]([NH2:103])=[O:102])[CH:61]=1.[C:104]([S:109][CH2:110][CH2:111][NH:112][C:113](=[O:156])[CH2:114][CH2:115][NH:116][C:117](=[O:155])[C@H:118]([OH:154])[C:119]([CH3:153])([CH3:152])[CH2:120][O:121][P:122]([OH:151])(=[O:150])[O:123][P:124]([OH:149])(=[O:148])[O:125][CH2:126][C@H:127]1[O:131][C@@H:130]([N:132]2[C:141]3[N:140]=[CH:139][N:138]=[C:136]([NH2:137])[C:135]=3[N:134]=[CH:133]2)[C@H:129]([OH:142])[C@@H:128]1[O:143][P:144]([OH:147])([OH:146])=[O:145])(=[O:108])/[CH:105]=[CH:106]/[CH3:107]. (3) Given the product [CH3:18][O:17][CH2:16][CH2:15][N:7]([CH2:6][CH2:5][C:4]1[CH:19]=[CH:20][CH:21]=[C:2]([B:22]2[O:26][C:25]([CH3:28])([CH3:27])[C:24]([CH3:30])([CH3:29])[O:23]2)[CH:3]=1)[C:8](=[O:14])[O:9][C:10]([CH3:13])([CH3:12])[CH3:11], predict the reactants needed to synthesize it. The reactants are: I[C:2]1[CH:3]=[C:4]([CH:19]=[CH:20][CH:21]=1)[CH2:5][CH2:6][N:7]([CH2:15][CH2:16][O:17][CH3:18])[C:8](=[O:14])[O:9][C:10]([CH3:13])([CH3:12])[CH3:11].[B:22]1([B:22]2[O:26][C:25]([CH3:28])([CH3:27])[C:24]([CH3:30])([CH3:29])[O:23]2)[O:26][C:25]([CH3:28])([CH3:27])[C:24]([CH3:30])([CH3:29])[O:23]1.C([O-])(=O)C.[K+]. (4) Given the product [CH3:14][O:15][C:16](=[O:39])[C:17]1[CH:22]=[C:21]([CH2:1][CH2:2][CH2:3][CH3:4])[C:20]([CH2:24][O:25][C:26]2[CH:27]=[N:28][CH:29]=[CH:30][CH:31]=2)=[CH:19][C:18]=1[C:32]1[CH:37]=[CH:36][CH:35]=[CH:34][C:33]=1[CH3:38], predict the reactants needed to synthesize it. The reactants are: [CH2:1](B([CH2:1][CH2:2][CH2:3][CH3:4])[CH2:1][CH2:2][CH2:3][CH3:4])[CH2:2][CH2:3][CH3:4].[CH3:14][O:15][C:16](=[O:39])[C:17]1[CH:22]=[C:21](I)[C:20]([CH2:24][O:25][C:26]2[CH:27]=[N:28][CH:29]=[CH:30][CH:31]=2)=[CH:19][C:18]=1[C:32]1[CH:37]=[CH:36][CH:35]=[CH:34][C:33]=1[CH3:38].P([O-])([O-])([O-])=O.[K+].[K+].[K+].O. (5) Given the product [Cl:1][C:2]1[CH:29]=[CH:28][C:5]([CH2:6][NH:7][C:8]([C:10]2[C:11](=[O:27])[C:12]3[C:13]4[N:14]([CH:26]=2)[CH2:15][C:16](=[O:25])[N:17]([CH3:24])[C:18]=4[CH:19]=[C:20]([CH2:22][N:31]([CH2:32][CH:33]([OH:43])[C:34]2[CH:39]=[CH:38][C:37]([OH:40])=[C:36]([O:41][CH3:42])[CH:35]=2)[CH3:30])[CH:21]=3)=[O:9])=[CH:4][CH:3]=1, predict the reactants needed to synthesize it. The reactants are: [Cl:1][C:2]1[CH:29]=[CH:28][C:5]([CH2:6][NH:7][C:8]([C:10]2[C:11](=[O:27])[C:12]3[C:13]4[N:14]([CH:26]=2)[CH2:15][C:16](=[O:25])[N:17]([CH3:24])[C:18]=4[CH:19]=[C:20]([CH2:22]Cl)[CH:21]=3)=[O:9])=[CH:4][CH:3]=1.[CH3:30][NH:31][CH2:32][CH:33]([OH:43])[C:34]1[CH:39]=[CH:38][C:37]([OH:40])=[C:36]([O:41][CH3:42])[CH:35]=1.Cl.CN(C=O)C. (6) Given the product [N:26]1([CH2:25][CH2:24][CH2:23][O:1][C:2]2[CH:3]=[CH:4][C:5]([C:8]3[CH:13]=[CH:12][N+:11]([O-:14])=[CH:10][CH:9]=3)=[CH:6][CH:7]=2)[CH2:31][CH2:30][CH2:29][CH2:28][CH2:27]1, predict the reactants needed to synthesize it. The reactants are: [OH:1][C:2]1[CH:7]=[CH:6][C:5]([C:8]2[CH:13]=[CH:12][N+:11]([O-:14])=[CH:10][CH:9]=2)=[CH:4][CH:3]=1.C(=O)([O-])[O-].[K+].[K+].Cl.Cl[CH2:23][CH2:24][CH2:25][N:26]1[CH2:31][CH2:30][CH2:29][CH2:28][CH2:27]1.